Task: Regression. Given two drug SMILES strings and cell line genomic features, predict the synergy score measuring deviation from expected non-interaction effect.. Dataset: NCI-60 drug combinations with 297,098 pairs across 59 cell lines (1) Drug 1: CCC1=CC2CC(C3=C(CN(C2)C1)C4=CC=CC=C4N3)(C5=C(C=C6C(=C5)C78CCN9C7C(C=CC9)(C(C(C8N6C)(C(=O)OC)O)OC(=O)C)CC)OC)C(=O)OC.C(C(C(=O)O)O)(C(=O)O)O. Drug 2: C1CN(CCN1C(=O)CCBr)C(=O)CCBr. Cell line: MDA-MB-231. Synergy scores: CSS=20.6, Synergy_ZIP=-5.64, Synergy_Bliss=1.33, Synergy_Loewe=-4.52, Synergy_HSA=3.31. (2) Drug 1: C1CCC(CC1)NC(=O)N(CCCl)N=O. Drug 2: CC1=C(C(=O)C2=C(C1=O)N3CC4C(C3(C2COC(=O)N)OC)N4)N. Cell line: MALME-3M. Synergy scores: CSS=30.9, Synergy_ZIP=-3.51, Synergy_Bliss=4.96, Synergy_Loewe=-29.0, Synergy_HSA=5.94.